This data is from NCI-60 drug combinations with 297,098 pairs across 59 cell lines. The task is: Regression. Given two drug SMILES strings and cell line genomic features, predict the synergy score measuring deviation from expected non-interaction effect. (1) Drug 1: C1CCC(CC1)NC(=O)N(CCCl)N=O. Drug 2: C1=NNC2=C1C(=O)NC=N2. Cell line: HL-60(TB). Synergy scores: CSS=0.749, Synergy_ZIP=-2.08, Synergy_Bliss=-6.44, Synergy_Loewe=-33.8, Synergy_HSA=-11.0. (2) Cell line: OVCAR-4. Drug 1: CC1=C(C(CCC1)(C)C)C=CC(=CC=CC(=CC(=O)O)C)C. Synergy scores: CSS=6.65, Synergy_ZIP=-0.621, Synergy_Bliss=6.77, Synergy_Loewe=1.19, Synergy_HSA=3.93. Drug 2: CC1CCC2CC(C(=CC=CC=CC(CC(C(=O)C(C(C(=CC(C(=O)CC(OC(=O)C3CCCCN3C(=O)C(=O)C1(O2)O)C(C)CC4CCC(C(C4)OC)O)C)C)O)OC)C)C)C)OC. (3) Drug 1: CN(C)C1=NC(=NC(=N1)N(C)C)N(C)C. Drug 2: C(=O)(N)NO. Cell line: NCI-H226. Synergy scores: CSS=0.952, Synergy_ZIP=0.439, Synergy_Bliss=2.97, Synergy_Loewe=-0.985, Synergy_HSA=0.425.